This data is from Forward reaction prediction with 1.9M reactions from USPTO patents (1976-2016). The task is: Predict the product of the given reaction. (1) Given the reactants [F:1][C:2]1[CH:15]=[CH:14][C:5]([CH2:6][N:7]2[CH2:12][CH2:11][NH:10][CH2:9][C:8]2=[O:13])=[CH:4][CH:3]=1.[C:16](N1C=CN=C1)([N:18]1[CH:22]=[CH:21][N:20]=[CH:19]1)=[O:17].CN(C1C=CC=CN=1)C, predict the reaction product. The product is: [F:1][C:2]1[CH:15]=[CH:14][C:5]([CH2:6][N:7]2[CH2:12][CH2:11][N:10]([C:16]([N:18]3[CH:22]=[CH:21][N:20]=[CH:19]3)=[O:17])[CH2:9][C:8]2=[O:13])=[CH:4][CH:3]=1. (2) The product is: [CH3:1][C@H:2]1[CH2:7][CH2:6][C@H:5]([C:8]([N:10]([CH:33]([CH3:35])[CH3:34])[C:11]2[CH:15]=[C:14]([C:16]3[CH:17]=[CH:18][C:19]([NH:22][C:23]([C:25]4[N:26]=[CH:27][S:28][CH:29]=4)=[O:24])=[CH:20][CH:21]=3)[S:13][C:12]=2[C:30]([O-:32])=[O:31])=[O:9])[CH2:4][CH2:3]1.[Mg+2:37].[CH3:1][C@H:2]1[CH2:7][CH2:6][C@H:5]([C:8]([N:10]([C:11]2[CH:15]=[C:14]([C:16]3[CH:17]=[CH:18][C:19]([NH:22][C:23]([C:25]4[N:26]=[CH:27][S:28][CH:29]=4)=[O:24])=[CH:20][CH:21]=3)[S:13][C:12]=2[C:30]([O-:32])=[O:31])[CH:33]([CH3:34])[CH3:35])=[O:9])[CH2:4][CH2:3]1. Given the reactants [CH3:1][C@H:2]1[CH2:7][CH2:6][C@H:5]([C:8]([N:10]([CH:33]([CH3:35])[CH3:34])[C:11]2[CH:15]=[C:14]([C:16]3[CH:21]=[CH:20][C:19]([NH:22][C:23]([C:25]4[N:26]=[CH:27][S:28][CH:29]=4)=[O:24])=[CH:18][CH:17]=3)[S:13][C:12]=2[C:30]([OH:32])=[O:31])=[O:9])[CH2:4][CH2:3]1.[OH-].[Mg+2:37].[OH-].CC(O)C.O, predict the reaction product. (3) Given the reactants [ClH:1].[CH3:2][N:3]([CH2:5][CH:6]1[CH2:15][CH2:14][C:13]2[C:8](=[CH:9][CH:10]=[C:11](NS(C3C=CC4C(=CC=CC=4)C=3)(=O)=O)[CH:12]=2)[CH2:7]1)[CH3:4].[CH2:30]([C:32]1[CH:37]=[CH:36][C:35]([C:38]2[CH:43]=[CH:42][C:41]([CH2:44][OH:45])=[CH:40][CH:39]=2)=[CH:34][CH:33]=1)[CH3:31].C1(P(C2C=CC=CC=2)C2C=CC=CC=2)C=CC=CC=1.N(C(OCC)=O)=NC(OCC)=O, predict the reaction product. The product is: [ClH:1].[CH3:4][N:3]([CH2:5][CH:6]1[CH2:15][CH2:14][C:13]2[C:8](=[CH:9][CH:10]=[C:11]([O:45][CH2:44][C:41]3[CH:40]=[CH:39][C:38]([C:35]4[CH:36]=[CH:37][C:32]([CH2:30][CH3:31])=[CH:33][CH:34]=4)=[CH:43][CH:42]=3)[CH:12]=2)[CH2:7]1)[CH3:2].